This data is from Reaction yield outcomes from USPTO patents with 853,638 reactions. The task is: Predict the reaction yield, written as a fraction of the theoretical maximum amount of product (1.0 means a 100% yield; for example, 0.34 means a 34% yield). (1) The reactants are [CH3:1][N:2]([CH3:8])[C:3]([CH3:7])([CH3:6])[C:4]#[N:5].[C:9]1([Li])[CH:14]=[CH:13][CH:12]=[CH:11][CH:10]=1.[BH4-].[Na+]. The catalyst is C1COCC1.C(OCCCC)CCC. The product is [NH2:5][CH:4]([C:9]1[CH:14]=[CH:13][CH:12]=[CH:11][CH:10]=1)[C:3]([N:2]([CH3:8])[CH3:1])([CH3:7])[CH3:6]. The yield is 0.870. (2) The reactants are CN(C=O)C.CS([O:10][CH2:11][CH2:12][O:13][CH2:14][CH2:15][O:16][CH2:17][CH2:18]O)(=O)=O.[N-:20]=[N+:21]=[N-:22].[Na+]. The catalyst is Cl. The product is [N:20]([CH2:18][CH2:17][O:16][CH2:15][CH2:14][O:13][CH2:12][CH2:11][OH:10])=[N+:21]=[N-:22]. The yield is 1.00. (3) The reactants are O[Li].O.OO.[Cl:6][C:7]1[CH:12]=[CH:11][C:10]([CH:13]([CH:22]=[O:23])[CH2:14]N(C(C)C)C(=O)[O-])=[CH:9][CH:8]=1.[O-:24]S([O-])=O.[Na+].[Na+]. The catalyst is O.C1COCC1. The product is [Cl:6][C:7]1[CH:8]=[CH:9][C:10]([CH:13]([CH3:14])[C:22]([OH:23])=[O:24])=[CH:11][CH:12]=1. The yield is 1.00. (4) The reactants are [CH:1]1N=[CH:4][N:3]([C:6]([N:8]2C=N[CH:10]=[CH:9]2)=[O:7])[CH:2]=1.CCN(CC)CC.N[C@H]1C2[C:24](=[C:25]([C:30]3[N:34]=[C:33]([C:35]4[CH:36]=[CH:37][C:38]([O:43][CH:44]([CH3:46])[CH3:45])=[C:39]([CH:42]=4)[C:40]#[N:41])[O:32][N:31]=3)[CH:26]=[CH:27][CH:28]=2)[CH2:23][CH2:22]1.Cl.N1CC([OH:52])C1. The catalyst is C(Cl)Cl. The product is [C:40]([C:39]1[CH:42]=[C:35]([C:33]2[O:32][N:31]=[C:30]([C:25]3[CH:26]=[CH:27][CH:28]=[C:10]4[C:24]=3[CH2:23][CH2:22][C@H:9]4[NH:8][C:6]([N:3]3[CH2:2][CH:1]([OH:52])[CH2:4]3)=[O:7])[N:34]=2)[CH:36]=[CH:37][C:38]=1[O:43][CH:44]([CH3:46])[CH3:45])#[N:41]. The yield is 0.748.